Dataset: Catalyst prediction with 721,799 reactions and 888 catalyst types from USPTO. Task: Predict which catalyst facilitates the given reaction. (1) Reactant: [CH2:1]([N:4]([CH2:16][CH2:17][CH3:18])[C:5]([C:7]1[CH:8]=[C:9]([CH:13]=[CH:14][CH:15]=1)[C:10]([OH:12])=O)=[O:6])[CH2:2][CH3:3].C(Cl)CCl.C1C=CC2N(O)N=NC=2C=1.Cl.[CH3:34][O:35][C:36](=[O:43])[C@H:37]([CH2:39][CH:40]([CH3:42])[CH3:41])[NH2:38].CN1CCOCC1. Product: [CH2:16]([N:4]([CH2:1][CH2:2][CH3:3])[C:5]([C:7]1[CH:8]=[C:9]([CH:13]=[CH:14][CH:15]=1)[C:10]([NH:38][C@@H:37]([CH2:39][CH:40]([CH3:42])[CH3:41])[C:36]([O:35][CH3:34])=[O:43])=[O:12])=[O:6])[CH2:17][CH3:18]. The catalyst class is: 3. (2) Reactant: [OH:1][C:2]1[C:11]([CH3:12])=[C:10]2[C:5]([C:6](=[O:28])[C:7]([CH3:27])=[C:8]([C@H:13]3[CH2:17][CH2:16][CH2:15][N:14]3[CH2:18][CH2:19][O:20]C3CCCCO3)[O:9]2)=[CH:4][CH:3]=1.CO.[ClH:31]. Product: [ClH:31].[OH:1][C:2]1[C:11]([CH3:12])=[C:10]2[C:5]([C:6](=[O:28])[C:7]([CH3:27])=[C:8]([C@H:13]3[CH2:17][CH2:16][CH2:15][N:14]3[CH2:18][CH2:19][OH:20])[O:9]2)=[CH:4][CH:3]=1. The catalyst class is: 6. (3) Reactant: I[C:2]1[C:10]2[C:5](=[N:6][CH:7]=[N:8][C:9]=2[NH2:11])[N:4]([CH:12]([C:14]2[CH:15]=[C:16]3[N:21]([C:22]=2[C:23]2[CH:28]=[CH:27][CH:26]=[CH:25][N:24]=2)[CH:20]=[CH:19][CH:18]=[CH:17]3)[CH3:13])[N:3]=1.CC1(C)OB([C:35]2[CH:36]=[C:37]([OH:41])[CH:38]=[N:39][CH:40]=2)OC1(C)C.CCO.C([O-])([O-])=O.[Na+].[Na+]. Product: [NH2:11][C:9]1[N:8]=[CH:7][N:6]=[C:5]2[N:4]([CH:12]([C:14]3[CH:15]=[C:16]4[N:21]([C:22]=3[C:23]3[CH:28]=[CH:27][CH:26]=[CH:25][N:24]=3)[CH:20]=[CH:19][CH:18]=[CH:17]4)[CH3:13])[N:3]=[C:2]([C:35]3[CH:36]=[C:37]([OH:41])[CH:38]=[N:39][CH:40]=3)[C:10]=12. The catalyst class is: 104. (4) Reactant: Br[C:2]1[C:11]2[C:6](=[C:7]([F:13])[C:8]([CH3:12])=[CH:9][CH:10]=2)[N:5]=[C:4]([C:14]([O:16][CH3:17])=[O:15])[CH:3]=1.[CH3:18][N:19]1[CH:23]=[C:22](B2OC(C)(C)C(C)(C)O2)[CH:21]=[N:20]1.[O-]P([O-])([O-])=O.[K+].[K+].[K+]. Product: [F:13][C:7]1[C:8]([CH3:12])=[CH:9][CH:10]=[C:11]2[C:6]=1[N:5]=[C:4]([C:14]([O:16][CH3:17])=[O:15])[CH:3]=[C:2]2[C:22]1[CH:21]=[N:20][N:19]([CH3:18])[CH:23]=1. The catalyst class is: 38. (5) Reactant: [F:1][C:2]1[CH:3]=[CH:4][C:5]([C:26]2[C:31]([CH3:32])=[CH:30][C:29]([OH:33])=[CH:28][C:27]=2[CH3:34])=[C:6]2[C:10]=1[C@H:9]([O:11][C:12]1[CH:25]=[CH:24][C:15]3[C@H:16]([CH2:19][C:20]([O:22][CH3:23])=[O:21])[CH2:17][O:18][C:14]=3[CH:13]=1)[CH2:8][CH2:7]2.Cl[CH2:36][C:37]1[N:38]([CH3:42])[CH:39]=[CH:40][N:41]=1.C(=O)([O-])[O-].[K+].[K+]. Product: [CH3:34][C:27]1[CH:28]=[C:29]([O:33][CH2:36][C:37]2[N:38]([CH3:42])[CH:39]=[CH:40][N:41]=2)[CH:30]=[C:31]([CH3:32])[C:26]=1[C:5]1[CH:4]=[CH:3][C:2]([F:1])=[C:10]2[C:6]=1[CH2:7][CH2:8][C@H:9]2[O:11][C:12]1[CH:25]=[CH:24][C:15]2[C@H:16]([CH2:19][C:20]([O:22][CH3:23])=[O:21])[CH2:17][O:18][C:14]=2[CH:13]=1. The catalyst class is: 9. (6) Reactant: [C:1]([O:5][C:6]([N:8]([CH2:12][CH2:13][OH:14])[CH:9]([CH3:11])[CH3:10])=[O:7])([CH3:4])([CH3:3])[CH3:2].[CH2:15](Br)[C:16]1[CH:21]=[CH:20][CH:19]=[CH:18][CH:17]=1.[H-].[Na+].O. Product: [CH2:15]([O:14][CH2:13][CH2:12][N:8]([CH:9]([CH3:10])[CH3:11])[C:6]([O:5][C:1]([CH3:2])([CH3:3])[CH3:4])=[O:7])[C:16]1[CH:21]=[CH:20][CH:19]=[CH:18][CH:17]=1. The catalyst class is: 7.